This data is from Forward reaction prediction with 1.9M reactions from USPTO patents (1976-2016). The task is: Predict the product of the given reaction. (1) Given the reactants [H-].[Na+].[N+]([C:6]1[CH:11]=C[C:9]([O:12][C:13]([N:15]2[CH2:20][CH2:19][CH:18]([N:21]3[C:25]4=[N:26][CH:27]=[N:28][C:29]([O:30][C:31]5[C:32]([CH3:37])=[N:33][CH:34]=[CH:35][CH:36]=5)=[C:24]4[CH:23]=[N:22]3)[CH2:17][CH2:16]2)=[O:14])=[CH:8][CH:7]=1)([O-])=O.C1(O)CCCC1.O, predict the reaction product. The product is: [CH:9]1([O:12][C:13]([N:15]2[CH2:16][CH2:17][CH:18]([N:21]3[C:25]4=[N:26][CH:27]=[N:28][C:29]([O:30][C:31]5[C:32]([CH3:37])=[N:33][CH:34]=[CH:35][CH:36]=5)=[C:24]4[CH:23]=[N:22]3)[CH2:19][CH2:20]2)=[O:14])[CH2:8][CH2:7][CH2:6][CH2:11]1. (2) The product is: [Br:4][C:5]1[N:6]=[C:7]([N:2]([CH3:3])[CH3:1])[CH:8]=[CH:9][CH:10]=1. Given the reactants [CH3:1][NH:2][CH3:3].[Br:4][C:5]1[CH:10]=[CH:9][CH:8]=[C:7](Br)[N:6]=1, predict the reaction product. (3) Given the reactants [Cl:1][C:2]1[CH:10]=[C:9]([C:11]([NH:13][C@H:14]([C:16]2[NH:20][C:19]3[CH:21]=[CH:22][C:23]([Cl:25])=[CH:24][C:18]=3[N:17]=2)[CH3:15])=[O:12])[CH:8]=[CH:7][C:3]=1[C:4]([OH:6])=O.CN(C(ON1N=NC2C=CC=CC1=2)=[N+](C)C)C.[B-](F)(F)(F)F.C(N(C(C)C)CC)(C)C.[N:57]1([CH2:62][C@H:63]2[CH2:67][CH2:66][CH2:65][NH:64]2)[CH2:61][CH2:60][CH2:59][CH2:58]1.ClCl, predict the reaction product. The product is: [Cl:1][C:2]1[CH:10]=[C:9]([CH:8]=[CH:7][C:3]=1[C:4]([N:64]1[CH2:65][CH2:66][CH2:67][C@@H:63]1[CH2:62][N:57]1[CH2:61][CH2:60][CH2:59][CH2:58]1)=[O:6])[C:11]([NH:13][C@H:14]([C:16]1[NH:20][C:19]2[CH:21]=[CH:22][C:23]([Cl:25])=[CH:24][C:18]=2[N:17]=1)[CH3:15])=[O:12]. (4) The product is: [CH2:7]([O:14][C:15]1[CH:20]=[CH:19][C:18]([CH:21]2[CH2:22][NH:23][C:24](=[O:27])[CH2:25][O:28]2)=[CH:17][CH:16]=1)[C:8]1[CH:13]=[CH:12][CH:11]=[CH:10][CH:9]=1. Given the reactants CC([O-])(C)C.[K+].[CH2:7]([O:14][C:15]1[CH:20]=[CH:19][C:18]([CH:21]([OH:28])[CH2:22][NH:23][C:24](=[O:27])[CH2:25]Cl)=[CH:17][CH:16]=1)[C:8]1[CH:13]=[CH:12][CH:11]=[CH:10][CH:9]=1, predict the reaction product.